Dataset: Reaction yield outcomes from USPTO patents with 853,638 reactions. Task: Predict the reaction yield, written as a fraction of the theoretical maximum amount of product (1.0 means a 100% yield; for example, 0.34 means a 34% yield). (1) The reactants are [Cl:1][C:2]1[CH:7]=[CH:6][C:5](B(O)O)=[CH:4][CH:3]=1.C(=O)([O-])[O-].[K+].[K+].Br[C:18]1[N:19]=[C:20]([C:23]2[CH:28]=[CH:27][CH:26]=[C:25]([F:29])[N:24]=2)[S:21][CH:22]=1. The catalyst is C(O)C.C1(C)C=CC=CC=1.[Pd].C1(P(C2C=CC=CC=2)C2C=CC=CC=2)C=CC=CC=1.C1(P(C2C=CC=CC=2)C2C=CC=CC=2)C=CC=CC=1.C1(P(C2C=CC=CC=2)C2C=CC=CC=2)C=CC=CC=1.C1(P(C2C=CC=CC=2)C2C=CC=CC=2)C=CC=CC=1. The product is [Cl:1][C:2]1[CH:7]=[CH:6][C:5]([C:18]2[N:19]=[C:20]([C:23]3[CH:28]=[CH:27][CH:26]=[C:25]([F:29])[N:24]=3)[S:21][CH:22]=2)=[CH:4][CH:3]=1. The yield is 0.950. (2) The reactants are [C:1]([O:8][CH2:9][CH3:10])(=[O:7])/[CH:2]=[CH:3]/[CH2:4][CH2:5][CH3:6].CS(N)(=O)=[O:13].[OH2:16]. The catalyst is CC(O)(C)C. The product is [OH:16][C@H:2]([C@@H:3]([OH:13])[CH2:4][CH2:5][CH3:6])[C:1]([O:8][CH2:9][CH3:10])=[O:7]. The yield is 0.600. (3) The catalyst is CO.O. The product is [CH:1]([C:4]1[CH:5]=[CH:6][C:7]([C:10]2[CH:11]=[C:12]([C:16]3[CH:17]=[C:18]([CH:24]=[CH:25][CH:26]=3)[C:19]([OH:21])=[O:20])[CH:13]=[N:14][CH:15]=2)=[CH:8][CH:9]=1)([CH3:3])[CH3:2]. The reactants are [CH:1]([C:4]1[CH:9]=[CH:8][C:7]([C:10]2[CH:11]=[C:12]([C:16]3[CH:17]=[C:18]([CH:24]=[CH:25][CH:26]=3)[C:19]([O:21]CC)=[O:20])[CH:13]=[N:14][CH:15]=2)=[CH:6][CH:5]=1)([CH3:3])[CH3:2].O.[OH-].[Li+].Cl. The yield is 0.870. (4) The reactants are [Cl:1][C:2]1[CH:7]=[C:6]([C:8]([F:11])([F:10])[F:9])[CH:5]=[C:4]([Cl:12])[C:3]=1[S:13](Cl)(=[O:15])=[O:14].[NH2:17][C:18]1[CH:19]=[C:20]([C:24]2[NH:28][N:27]=[N:26][N:25]=2)[CH:21]=[CH:22][CH:23]=1. No catalyst specified. The product is [Cl:1][C:2]1[CH:7]=[C:6]([C:8]([F:11])([F:10])[F:9])[CH:5]=[C:4]([Cl:12])[C:3]=1[S:13]([NH:17][C:18]1[CH:23]=[CH:22][CH:21]=[C:20]([C:24]2[NH:28][N:27]=[N:26][N:25]=2)[CH:19]=1)(=[O:15])=[O:14]. The yield is 0.540.